Dataset: Full USPTO retrosynthesis dataset with 1.9M reactions from patents (1976-2016). Task: Predict the reactants needed to synthesize the given product. (1) Given the product [O:26]([CH2:33][C:34]([NH:1][C:2]1[N:7]=[N:6][C:5]([N:8]2[CH2:9][CH2:10][N:11]([C:14](=[O:15])[C:16]3[CH:21]=[CH:20][CH:19]=[CH:18][C:17]=3[C:22]([F:25])([F:24])[F:23])[CH2:12][CH2:13]2)=[CH:4][CH:3]=1)=[O:35])[C:27]1[CH:32]=[CH:31][CH:30]=[CH:29][CH:28]=1, predict the reactants needed to synthesize it. The reactants are: [NH2:1][C:2]1[N:7]=[N:6][C:5]([N:8]2[CH2:13][CH2:12][N:11]([C:14]([C:16]3[CH:21]=[CH:20][CH:19]=[CH:18][C:17]=3[C:22]([F:25])([F:24])[F:23])=[O:15])[CH2:10][CH2:9]2)=[CH:4][CH:3]=1.[O:26]([CH2:33][C:34](Cl)=[O:35])[C:27]1[CH:32]=[CH:31][CH:30]=[CH:29][CH:28]=1.C(N(CC)CC)C.O. (2) Given the product [C:2]1([C:26]2[CH:27]=[CH:28][CH:29]=[CH:30][CH:31]=2)[CH:3]=[CH:4][C:5]([CH2:8][CH2:9][C@@:10]([CH3:25])([S:21]([CH3:24])(=[O:23])=[O:22])[C:11]([NH:13][OH:14])=[O:12])=[CH:6][CH:7]=1, predict the reactants needed to synthesize it. The reactants are: Cl.[C:2]1([C:26]2[CH:31]=[CH:30][CH:29]=[CH:28][CH:27]=2)[CH:7]=[CH:6][C:5]([CH2:8][CH2:9][C@@:10]([CH3:25])([S:21]([CH3:24])(=[O:23])=[O:22])[C:11]([NH:13][O:14]C2CCCCO2)=[O:12])=[CH:4][CH:3]=1.